This data is from Full USPTO retrosynthesis dataset with 1.9M reactions from patents (1976-2016). The task is: Predict the reactants needed to synthesize the given product. (1) Given the product [CH2:14]([S:16]([N:8]1[CH2:9][CH2:10][NH:11][CH2:12][CH2:13]1)(=[O:18])=[O:17])[CH3:15], predict the reactants needed to synthesize it. The reactants are: C(OC([N:8]1[CH2:13][CH2:12][NH:11][CH2:10][CH2:9]1)=O)(C)(C)C.[CH2:14]([S:16](Cl)(=[O:18])=[O:17])[CH3:15]. (2) Given the product [F:29][C:12]([F:11])([F:28])[C:13]1[NH:17][C:16]2[CH2:18][N:19]([C:21]([O:23][C:24]([CH3:25])([CH3:26])[CH3:27])=[O:22])[CH2:20][C:15]=2[N:14]=1, predict the reactants needed to synthesize it. The reactants are: C(Cl)(=O)C(Cl)=O.CS(C)=O.[F:11][C:12]([F:29])([F:28])[C:13]1[NH:17][CH:16]2[CH2:18][N:19]([C:21]([O:23][C:24]([CH3:27])([CH3:26])[CH3:25])=[O:22])[CH2:20][CH:15]2[N:14]=1.C(N(CC)CC)C. (3) The reactants are: [C:1]([C:3]1[CH:11]=[CH:10][C:6]([C:7]([OH:9])=[O:8])=[C:5]([F:12])[CH:4]=1)#[N:2].[C:13](Cl)(=O)C(Cl)=O.C(N(CC)CC)C.Cl. Given the product [C:1]([C:3]1[CH:11]=[CH:10][C:6]([C:7]([O:9][CH3:13])=[O:8])=[C:5]([F:12])[CH:4]=1)#[N:2], predict the reactants needed to synthesize it. (4) Given the product [S:21]1[CH:22]=[CH:23][N:24]=[C:20]1[NH:19][CH2:1][CH:3]1[CH2:8][CH2:7][N:6]([C:9]([O:11][CH2:12][C:13]2[CH:18]=[CH:17][CH:16]=[CH:15][CH:14]=2)=[O:10])[CH2:5][CH2:4]1, predict the reactants needed to synthesize it. The reactants are: [CH:1]([CH:3]1[CH2:8][CH2:7][N:6]([C:9]([O:11][CH2:12][C:13]2[CH:18]=[CH:17][CH:16]=[CH:15][CH:14]=2)=[O:10])[CH2:5][CH2:4]1)=O.[NH2:19][C:20]1[S:21][CH:22]=[CH:23][N:24]=1. (5) Given the product [NH:24]1[C:25]2[CH:39]=[CH:38][CH:37]=[CH:36][C:26]=2[N:27]=[C:23]1[N:1]1[C:9]2[C:4](=[CH:5][C:6]([N:10]3[C:14]4=[N:15][CH:16]=[CH:17][CH:18]=[C:13]4[N:12]([CH2:19][CH3:20])[C:11]3=[O:21])=[CH:7][CH:8]=2)[CH2:3][CH2:2]1, predict the reactants needed to synthesize it. The reactants are: [NH:1]1[C:9]2[C:4](=[CH:5][C:6]([N:10]3[C:14]4=[N:15][CH:16]=[CH:17][CH:18]=[C:13]4[N:12]([CH2:19][CH3:20])[C:11]3=[O:21])=[CH:7][CH:8]=2)[CH2:3][CH2:2]1.Cl[C:23]1[N:27](COCC[Si](C)(C)C)[C:26]2[CH:36]=[CH:37][CH:38]=[CH:39][C:25]=2[N:24]=1. (6) Given the product [NH2:23][C:18]1[CH:19]=[N:20][N:21]([CH3:22])[C:17]=1[N:14]1[CH2:15][CH2:16][CH:11]([CH2:10][N:2]([CH3:1])[C:3](=[O:9])[O:4][C:5]([CH3:6])([CH3:7])[CH3:8])[CH2:12][CH2:13]1, predict the reactants needed to synthesize it. The reactants are: [CH3:1][N:2]([CH2:10][CH:11]1[CH2:16][CH2:15][N:14]([C:17]2[N:21]([CH3:22])[N:20]=[CH:19][C:18]=2[N+:23]([O-])=O)[CH2:13][CH2:12]1)[C:3](=[O:9])[O:4][C:5]([CH3:8])([CH3:7])[CH3:6].